This data is from Forward reaction prediction with 1.9M reactions from USPTO patents (1976-2016). The task is: Predict the product of the given reaction. The product is: [C:23]([NH:31][C:32](=[O:33])[N:2]([CH3:1])[CH2:3][C:4]1[CH:5]=[CH:6][C:7]([C:10]([N:12]2[CH2:18][C:17]3([CH3:20])[CH2:19][CH:13]2[CH2:14][C:15]([CH3:22])([CH3:21])[CH2:16]3)=[O:11])=[CH:8][CH:9]=1)(=[O:30])[C:24]1[CH:29]=[CH:28][CH:27]=[CH:26][CH:25]=1. Given the reactants [CH3:1][NH:2][CH2:3][C:4]1[CH:9]=[CH:8][C:7]([C:10]([N:12]2[CH2:18][C:17]3([CH3:20])[CH2:19][CH:13]2[CH2:14][C:15]([CH3:22])([CH3:21])[CH2:16]3)=[O:11])=[CH:6][CH:5]=1.[C:23]([N:31]=[C:32]=[O:33])(=[O:30])[C:24]1[CH:29]=[CH:28][CH:27]=[CH:26][CH:25]=1, predict the reaction product.